From a dataset of Reaction yield outcomes from USPTO patents with 853,638 reactions. Predict the reaction yield, written as a fraction of the theoretical maximum amount of product (1.0 means a 100% yield; for example, 0.34 means a 34% yield). (1) The reactants are [Si:1]([O:8][C:9]1[CH:14]=[C:13]([O:15][Si:16]([C:19]([CH3:22])([CH3:21])[CH3:20])([CH3:18])[CH3:17])[CH:12]=[CH:11][C:10]=1[CH:23]1[CH2:28][CH2:27][C:26](=O)[CH2:25][CH2:24]1)([C:4]([CH3:7])([CH3:6])[CH3:5])([CH3:3])[CH3:2].[CH2:30]([NH2:37])[C:31]1[CH:36]=[CH:35][CH:34]=[CH:33][CH:32]=1.C(O[BH-](OC(=O)C)OC(=O)C)(=O)C.C[N+](C)(C)C.[OH-].[Na+]. The catalyst is ClCCCl. The product is [CH2:30]([NH:37][C@H:26]1[CH2:27][CH2:28][C@@H:23]([C:10]2[CH:11]=[CH:12][C:13]([O:15][Si:16]([C:19]([CH3:21])([CH3:22])[CH3:20])([CH3:17])[CH3:18])=[CH:14][C:9]=2[O:8][Si:1]([C:4]([CH3:6])([CH3:5])[CH3:7])([CH3:2])[CH3:3])[CH2:24][CH2:25]1)[C:31]1[CH:36]=[CH:35][CH:34]=[CH:33][CH:32]=1. The yield is 0.700. (2) The reactants are [Cl:1][C:2]1[CH:3]=[C:4](/[CH:8]=[CH:9]/[C:10]([N:12]2[CH2:18][CH2:17][C:16](=[O:19])[N:15]([CH2:20][CH2:21]O)[CH2:14][CH2:13]2)=[O:11])[CH:5]=[CH:6][CH:7]=1.CCN(CC)CC.CS([Cl:34])(=O)=O.O. The catalyst is ClCCl. The product is [Cl:34][CH2:21][CH2:20][N:15]1[C:16](=[O:19])[CH2:17][CH2:18][N:12]([C:10](=[O:11])/[CH:9]=[CH:8]/[C:4]2[CH:5]=[CH:6][CH:7]=[C:2]([Cl:1])[CH:3]=2)[CH2:13][CH2:14]1. The yield is 0.870. (3) The reactants are [CH:1]1([N:4]([CH:31]2[CH2:33][CH2:32]2)[C:5]([C:7]2[N:28]([CH2:29][CH3:30])[C:10]3=[N:11][C:12]([NH:19][C:20]4[S:21][CH:22]=[C:23]([C:25]([OH:27])=O)[N:24]=4)=[C:13]4[N:17]=[CH:16][N:15]([CH3:18])[C:14]4=[C:9]3[CH:8]=2)=[O:6])[CH2:3][CH2:2]1.[CH3:34][N:35](C(ON1N=NC2C=CC=NC1=2)=[N+](C)C)[CH3:36].F[P-](F)(F)(F)(F)F.CCN(C(C)C)C(C)C.CNC. The catalyst is CN(C=O)C. The product is [CH:1]1([N:4]([CH:31]2[CH2:32][CH2:33]2)[C:5]([C:7]2[N:28]([CH2:29][CH3:30])[C:10]3=[N:11][C:12]([NH:19][C:20]4[S:21][CH:22]=[C:23]([C:25]([N:35]([CH3:36])[CH3:34])=[O:27])[N:24]=4)=[C:13]4[N:17]=[CH:16][N:15]([CH3:18])[C:14]4=[C:9]3[CH:8]=2)=[O:6])[CH2:3][CH2:2]1. The yield is 0.210. (4) The catalyst is O. The reactants are [F:1][C:2]1[CH:3]=[C:4]2[C:9](=[CH:10][C:11]=1[O:12][CH2:13][C@@H:14]([O:16][CH3:17])[CH3:15])[N:8]=[C:7]([CH3:18])[CH:6]=[CH:5]2.[O:19]1CCOCC1. The product is [F:1][C:2]1[CH:3]=[C:4]2[C:9](=[CH:10][C:11]=1[O:12][CH2:13][C@@H:14]([O:16][CH3:17])[CH3:15])[N:8]=[C:7]([CH:18]=[O:19])[CH:6]=[CH:5]2. The yield is 0.850. (5) The reactants are [F:1][C:2]1([F:21])[CH2:7][O:6][C:5]([NH2:8])=[N:4][C@@:3]21[C:17]1[C:12](=[CH:13][CH:14]=[C:15]([NH2:18])[CH:16]=1)[O:11][C:10]([CH3:20])([CH3:19])[CH2:9]2.[Cl:22][C:23]1[CH:24]=[CH:25][C:26]([C:29](O)=[O:30])=[N:27][CH:28]=1. No catalyst specified. The product is [NH2:8][C:5]1[O:6][CH2:7][C:2]([F:1])([F:21])[C@@:3]2([C:17]3[C:12](=[CH:13][CH:14]=[C:15]([NH:18][C:29](=[O:30])[C:26]4[CH:25]=[CH:24][C:23]([Cl:22])=[CH:28][N:27]=4)[CH:16]=3)[O:11][C:10]([CH3:19])([CH3:20])[CH2:9]2)[N:4]=1. The yield is 0.850. (6) The reactants are [OH:1][N:2]=[C:3](Cl)[C:4]1[C:8]([NH:9][CH2:10][CH2:11][O:12][CH3:13])=[N:7][O:6][N:5]=1.[Br:15][C:16]1[CH:17]=[C:18]([CH:20]=[CH:21][C:22]=1[F:23])[NH2:19].C(=O)(O)[O-].[Na+]. The catalyst is O. The product is [Br:15][C:16]1[CH:17]=[C:18]([NH:19][C:3]([C:4]2[C:8]([NH:9][CH2:10][CH2:11][O:12][CH3:13])=[N:7][O:6][N:5]=2)=[N:2][OH:1])[CH:20]=[CH:21][C:22]=1[F:23]. The yield is 0.980.